Dataset: Experimentally validated miRNA-target interactions with 360,000+ pairs, plus equal number of negative samples. Task: Binary Classification. Given a miRNA mature sequence and a target amino acid sequence, predict their likelihood of interaction. (1) The miRNA is hsa-miR-365a-3p with sequence UAAUGCCCCUAAAAAUCCUUAU. The protein sequence of the target gene is MAARGRRAWLSVLLGLVLGFVLASRLVLPRASELKRAGPRRRASPEGCRSGQAAASQAGGARGDARGAQLWPPGSDPDGGPRDRNFLFVGVMTAQKYLQTRAVAAYRTWSKTIPGKVQFFSSEGSDTSVPIPVVPLRGVDDSYPPQKKSFMMLKYMHDHYLDKYEWFMRADDDVYIKGDRLENFLRSLNSSEPLFLGQTGLGTTEEMGKLALEPGENFCMGGPGVIMSREVLRRMVPHIGKCLREMYTTHEDVEVGRCVRRFAGVQCVWSYEMQQLFYENYEQNKKGYIRDLHNSKIHQA.... Result: 0 (no interaction). (2) The miRNA is mmu-miR-504-5p with sequence AGACCCUGGUCUGCACUCUAUC. The protein sequence of the target gene is MLRAKNQLFLLSPHYLRQVKESSGSRLIQQRLLHQQQPLHPEWAALAKKQLKGKNPEDLIWHTPEGISIKPLYSKRDTMDLPEELPGVKPFTRGPYPTMYTFRPWTIRQYAGFSTVEESNKFYKDNIKAGQQGLSVAFDLATHRGYDSDNPRVRGDVGMAGVAIDTVEDTKILFDGIPLEKMSVSMTMNGAVIPVLANFIVTGEEQGVPKEKLTGTIQNDILKEFMVRNTYIFPPEPSMKIIADIFEYTAKHMPKFNSISISGYHMQEAGADAILELAYTLADGLEYSRTGLQAGLTIDE.... Result: 0 (no interaction). (3) The miRNA is mmu-miR-1949 with sequence CUAUACCAGGAUGUCAGCAUAGUU. The protein sequence of the target gene is MWSAGRGGAAWPVLLGLLLALLVPGGGAAKTGAELVTCGSVLKLLNTHHRVRLHSHDIKYGSGSGQQSVTGVEASDDANSYWRIRGGSEGGCPRGSPVRCGQAVRLTHVLTGKNLHTHHFPSPLSNNQEVSAFGEDGEGDDLDLWTVRCSGQHWEREAAVRFQHVGTSVFLSVTGEQYGSPIRGQHEVHGMPSANTHNTWKAMEGIFIKPSVEPSAGHDEL. Result: 0 (no interaction). (4) The miRNA is mmu-miR-3074-2-3p with sequence UGUUUCAGCUCAGUAGGCAC. Result: 0 (no interaction). The protein sequence of the target gene is MAESSSESDHFRCRDRLSPWAARSTHRGTRSLPTVEVTEKVNTITSTLQDTSRNLRQVDQMLGRYREYSNGQAGAIEHLKESLEQSIDQLRSQRLLRNSGGRSISVTSLSASDLDGGTGSELHHFPPTSPLKDYGDPQGIKRMRSRTGVRFVQETDDMTQLHGFHQSLRDLSSEQIRLGDDFNRELSRRSRSDAETKRALEELTEKLNEAQKQEVVSDRVERRLQELEREMRTERELVERRQDQLGLMSLQLQEALKKQEAKADEHEGAIKNKLRQTETEKNQLEQELELSRRLLNQSEG....